Dataset: Forward reaction prediction with 1.9M reactions from USPTO patents (1976-2016). Task: Predict the product of the given reaction. Given the reactants [CH3:1][O:2][C:3]([C:5]1[CH:6]=[C:7]([CH:20]2[CH2:23][N:22](C(OC(C)(C)C)=O)[CH2:21]2)[CH:8]=[C:9]([N:12]([CH3:19])[CH:13]2[CH2:18][CH2:17][O:16][CH2:15][CH2:14]2)[C:10]=1[CH3:11])=[O:4].C(O)(C(F)(F)F)=O, predict the reaction product. The product is: [NH:22]1[CH2:21][CH:20]([C:7]2[CH:8]=[C:9]([N:12]([CH3:19])[CH:13]3[CH2:18][CH2:17][O:16][CH2:15][CH2:14]3)[C:10]([CH3:11])=[C:5]([CH:6]=2)[C:3]([O:2][CH3:1])=[O:4])[CH2:23]1.